Dataset: Catalyst prediction with 721,799 reactions and 888 catalyst types from USPTO. Task: Predict which catalyst facilitates the given reaction. (1) Reactant: [Cl:1][C:2]1[CH:3]=[C:4]([S:17]([NH2:20])(=[O:19])=[O:18])[CH:5]=[N:6][C:7]=1[O:8][CH2:9][C:10]1([F:16])[CH2:15][CH2:14][NH:13][CH2:12][CH2:11]1.[CH3:21][N:22]([CH3:27])[CH2:23][C:24](Cl)=[O:25].Cl.C(=O)([O-])[O-].[Na+].[Na+]. Product: [Cl:1][C:2]1[CH:3]=[C:4]([S:17]([NH2:20])(=[O:19])=[O:18])[CH:5]=[N:6][C:7]=1[O:8][CH2:9][C:10]1([F:16])[CH2:15][CH2:14][N:13]([C:24](=[O:25])[CH2:23][N:22]([CH3:27])[CH3:21])[CH2:12][CH2:11]1. The catalyst class is: 9. (2) Reactant: [F:1][C:2]1[CH:7]=[CH:6][CH:5]=[CH:4][C:3]=1[C:8]1[NH:9][CH:10]=[C:11]2[C:15](=[O:16])[CH2:14][CH2:13][C:12]=12.[H-].[Na+].[Cl:19][C:20]1[CH:21]=[C:22]([CH:25]=[CH:26][CH:27]=1)[CH2:23]Br.O. Product: [Cl:19][C:20]1[CH:21]=[C:22]([CH:25]=[CH:26][CH:27]=1)[CH2:23][N:9]1[CH:10]=[C:11]2[C:15](=[O:16])[CH2:14][CH2:13][C:12]2=[C:8]1[C:3]1[CH:4]=[CH:5][CH:6]=[CH:7][C:2]=1[F:1]. The catalyst class is: 9. (3) Reactant: [F:1][C:2]1([F:63])[C@H:6]([O:7]C(C2C=CC=CC=2)(C2C=CC=CC=2)C2C=CC(OC)=CC=2)[C@@H:5]([CH:29]([CH2:31][CH2:32][CH3:33])[OH:30])[O:4][C@H:3]1[N:34]1[CH:62]=[CH:61][C:38]([NH:39]C(C2C=CC=CC=2)(C2C=CC=CC=2)C2C=CC(OC)=CC=2)=[N:37][C:35]1=[O:36]. Product: [F:63][C:2]1([F:1])[C@H:6]([OH:7])[C@@H:5]([C@H:29]([CH2:31][CH2:32][CH3:33])[OH:30])[O:4][C@H:3]1[N:34]1[CH:62]=[CH:61][C:38]([NH2:39])=[N:37][C:35]1=[O:36]. The catalyst class is: 313. (4) Reactant: C[CH2:2][N:3](C(C)C)[CH:4](C)C.[CH2:10]([O:17][C:18]1[CH:30]=[CH:29][C:21]([C:22]([NH:24][CH2:25][C:26]([OH:28])=O)=[O:23])=[CH:20][CH:19]=1)[C:11]1[CH:16]=[CH:15][CH:14]=[CH:13][CH:12]=1.[CH:31]1[CH:32]=[CH:33][C:34]2N(O)N=[N:37][C:35]=2[CH:36]=1.[CH3:41]CN=C=NCCCN(C)C.Cl.[CH3:53][N:54]([CH:56]=[O:57])[CH3:55]. Product: [C:34]1([CH3:41])[CH:33]=[CH:32][CH:31]=[CH:36][C:35]=1[NH:37][C:56]([N:54]1[CH2:55][CH2:4][N:3]([C:26](=[O:28])[CH2:25][NH:24][C:22](=[O:23])[C:21]2[CH:20]=[CH:19][C:18]([O:17][CH2:10][C:11]3[CH:12]=[CH:13][CH:14]=[CH:15][CH:16]=3)=[CH:30][CH:29]=2)[CH2:2][CH2:53]1)=[O:57]. The catalyst class is: 6. (5) Reactant: Cl[C:2]1[N:7]=[C:6]([C:8]2[N:12]3[CH:13]=[CH:14][CH:15]=[CH:16][C:11]3=[N:10][C:9]=2[C:17]2[CH:18]=[C:19]([CH:31]=[CH:32][CH:33]=2)[C:20]([NH:22][C:23]2[C:28]([F:29])=[CH:27][CH:26]=[CH:25][C:24]=2[F:30])=[O:21])[CH:5]=[CH:4][N:3]=1.[CH3:34][C:35]1[C:36]([CH:44]2[CH2:49][CH2:48][N:47]([CH2:50][CH2:51][CH3:52])[CH2:46][CH2:45]2)=[CH:37][C:38]([O:42][CH3:43])=[C:39]([CH:41]=1)[NH2:40].C1(C)C=CC(S(O)(=O)=O)=CC=1.C[O-].[Na+]. Product: [F:30][C:24]1[CH:25]=[CH:26][CH:27]=[C:28]([F:29])[C:23]=1[NH:22][C:20](=[O:21])[C:19]1[CH:31]=[CH:32][CH:33]=[C:17]([C:9]2[N:10]=[C:11]3[CH:16]=[CH:15][CH:14]=[CH:13][N:12]3[C:8]=2[C:6]2[CH:5]=[CH:4][N:3]=[C:2]([NH:40][C:39]3[CH:41]=[C:35]([CH3:34])[C:36]([CH:44]4[CH2:49][CH2:48][N:47]([CH2:50][CH2:51][CH3:52])[CH2:46][CH2:45]4)=[CH:37][C:38]=3[O:42][CH3:43])[N:7]=2)[CH:18]=1. The catalyst class is: 812. (6) Product: [NH2:1][C:2]1[C:7]([C:8]#[N:9])=[C:6]([C:10]2[CH:11]=[CH:12][C:13]([O:16][CH2:17][C@@H:18]([OH:20])[CH3:19])=[CH:14][CH:15]=2)[C:5]([C:28]#[N:29])=[C:4]([S:30][CH2:31][C:32]2[N:33]=[C:34]([C:38]3[CH:39]=[CH:40][C:41]([F:44])=[CH:42][CH:43]=3)[O:35][C:36]=2[CH3:37])[N:3]=1. Reactant: [NH2:1][C:2]1[C:7]([C:8]#[N:9])=[C:6]([C:10]2[CH:15]=[CH:14][C:13]([O:16][CH2:17][C@@H:18]([O:20][Si](C(C)(C)C)(C)C)[CH3:19])=[CH:12][CH:11]=2)[C:5]([C:28]#[N:29])=[C:4]([S:30][CH2:31][C:32]2[N:33]=[C:34]([C:38]3[CH:43]=[CH:42][C:41]([F:44])=[CH:40][CH:39]=3)[O:35][C:36]=2[CH3:37])[N:3]=1.Cl. The catalyst class is: 5. (7) Product: [Cl:1][C:2]1[S:6][C:5]([CH2:7][N:8]2[C:16]3[C:11](=[CH:12][C:13]([NH2:17])=[CH:14][CH:15]=3)[CH2:10][CH2:9]2)=[CH:4][CH:3]=1. The catalyst class is: 1. Reactant: [Cl:1][C:2]1[S:6][C:5]([CH2:7][N:8]2[C:16]3[C:11](=[CH:12][C:13]([N+:17]([O-])=O)=[CH:14][CH:15]=3)[CH2:10][CH2:9]2)=[CH:4][CH:3]=1.C(O)(=O)C. (8) Reactant: S(=O)(=O)(O)O.[CH2:6]([CH:8]([CH2:11][CH3:12])[CH:9]=O)[CH3:7].[CH2:13]([O:20][C:21]1[CH:26]=[CH:25][C:24]([F:27])=[CH:23][C:22]=1[NH:28]N)[C:14]1[CH:19]=[CH:18][CH:17]=[CH:16][CH:15]=1.[BH4-].[Na+]. Product: [CH2:13]([O:20][C:21]1[CH:26]=[CH:25][C:24]([F:27])=[C:23]2[C:22]=1[NH:28][CH2:9][C:8]2([CH2:11][CH3:12])[CH2:6][CH3:7])[C:14]1[CH:19]=[CH:18][CH:17]=[CH:16][CH:15]=1. The catalyst class is: 8.